Predict the reactants needed to synthesize the given product. From a dataset of Full USPTO retrosynthesis dataset with 1.9M reactions from patents (1976-2016). (1) Given the product [CH2:17]([O:16][C:14]([C@@H:13]1[CH2:19][CH2:20][CH2:21][N:11]([C:39](=[O:40])[CH2:38][O:37][CH2:36][CH2:35][C:29]2[CH:34]=[CH:33][CH:32]=[CH:31][CH:30]=2)[CH2:12]1)=[O:15])[CH3:18], predict the reactants needed to synthesize it. The reactants are: C([C@@H]([C@H](C(O)=O)O)O)(O)=O.[NH:11]1[CH2:21][CH2:20][CH2:19][C@@H:13]([C:14]([O:16][CH2:17][CH3:18])=[O:15])[CH2:12]1.C(N(CC)CC)C.[C:29]1([CH2:35][CH2:36][O:37][CH2:38][C:39](Cl)=[O:40])[CH:34]=[CH:33][CH:32]=[CH:31][CH:30]=1. (2) Given the product [Cl:24][CH2:23][CH2:22][N:8]1[C:7]2[CH:13]=[CH:14][C:4]([N+:1]([O-:3])=[O:2])=[CH:5][C:6]=2[O:11][CH2:10][C:9]1=[O:12], predict the reactants needed to synthesize it. The reactants are: [N+:1]([C:4]1[CH:14]=[CH:13][C:7]2[NH:8][C:9](=[O:12])[CH2:10][O:11][C:6]=2[CH:5]=1)([O-:3])=[O:2].C(=O)([O-])[O-].[K+].[K+].Br[CH2:22][CH2:23][Cl:24].C(=O)([O-])O.[Na+]. (3) Given the product [CH2:25]([N:12]1[CH:13]([CH2:16][O:17][Si:18]([C:21]([CH3:24])([CH3:22])[CH3:23])([CH3:19])[CH3:20])[CH2:14][O:15][C:10]([CH2:7][CH:8]=[O:2])([CH3:33])[C:11]1=[O:32])[C:26]1[CH:27]=[CH:28][CH:29]=[CH:30][CH:31]=1, predict the reactants needed to synthesize it. The reactants are: I([O-])(=O)(=O)=[O:2].[Na+].[CH2:7]([C:10]1([CH3:33])[O:15][CH2:14][CH:13]([CH2:16][O:17][Si:18]([C:21]([CH3:24])([CH3:23])[CH3:22])([CH3:20])[CH3:19])[N:12]([CH2:25][C:26]2[CH:31]=[CH:30][CH:29]=[CH:28][CH:27]=2)[C:11]1=[O:32])[CH:8]=C. (4) Given the product [O:17]1[CH2:16][CH2:15][N:14]([C:12]2[CH:11]=[C:9]([NH:10][C:21]3[N:26]=[C:25]([N:27]([CH3:38])[C:28]4[CH:29]=[C:30]([C:35](=[O:37])[CH3:36])[CH:31]=[CH:32][C:33]=4[CH3:34])[CH:24]=[CH:23][N:22]=3)[CH:8]=[C:7]([N:4]3[CH2:5][CH2:6][O:1][CH2:2][CH2:3]3)[CH:13]=2)[CH2:19][CH2:18]1, predict the reactants needed to synthesize it. The reactants are: [O:1]1[CH2:6][CH2:5][N:4]([C:7]2[CH:8]=[C:9]([CH:11]=[C:12]([N:14]3[CH2:19][CH2:18][O:17][CH2:16][CH2:15]3)[CH:13]=2)[NH2:10])[CH2:3][CH2:2]1.Cl[C:21]1[N:26]=[C:25]([N:27]([CH3:38])[C:28]2[CH:29]=[C:30]([C:35](=[O:37])[CH3:36])[CH:31]=[CH:32][C:33]=2[CH3:34])[CH:24]=[CH:23][N:22]=1. (5) Given the product [NH2:12][CH2:11][C:7]1[CH:8]=[C:9]2[C:4](=[CH:5][CH:6]=1)[NH:3][C:2](=[O:1])[CH2:10]2, predict the reactants needed to synthesize it. The reactants are: [O:1]=[C:2]1[CH2:10][C:9]2[C:4](=[CH:5][CH:6]=[C:7]([C:11]#[N:12])[CH:8]=2)[NH:3]1.Cl.[H][H]. (6) Given the product [CH:27]1([C:25]([N:22]2[CH2:23][CH2:24][C@@H:20]([CH2:19][N:9]3[C:10](=[O:18])[C:11]4[CH:16]=[N:15][N:14]([CH3:17])[C:12]=4[N:13]=[C:8]3[C:5]3[CH:6]=[CH:7][C:2]([C:38]4[CH:39]=[C:40]5[C:44](=[CH:45][CH:46]=4)[NH:43][CH:42]=[CH:41]5)=[CH:3][CH:4]=3)[CH2:21]2)=[O:26])[CH2:29][CH2:28]1, predict the reactants needed to synthesize it. The reactants are: Br[C:2]1[CH:7]=[CH:6][C:5]([C:8]2[N:9]([CH2:19][C@@H:20]3[CH2:24][CH2:23][N:22]([C:25]([CH:27]4[CH2:29][CH2:28]4)=[O:26])[CH2:21]3)[C:10](=[O:18])[C:11]3[CH:16]=[N:15][N:14]([CH3:17])[C:12]=3[N:13]=2)=[CH:4][CH:3]=1.CC1(C)C(C)(C)OB([C:38]2[CH:39]=[C:40]3[C:44](=[CH:45][CH:46]=2)[NH:43][CH:42]=[CH:41]3)O1.C([O-])([O-])=O.[Cs+].[Cs+].O1CCOCC1. (7) The reactants are: [H-].[Na+].C1(N([S:17]([C:20]([F:23])([F:22])[F:21])(=[O:19])=[O:18])[S:17]([C:20]([F:23])([F:22])[F:21])(=[O:19])=[O:18])C=CC=CC=1.[NH4+].[Cl-].C[O:27][CH2:28][CH2:29]OC. Given the product [O:27]([CH:28]=[CH2:29])[S:17]([C:20]([F:21])([F:22])[F:23])(=[O:18])=[O:19], predict the reactants needed to synthesize it. (8) Given the product [CH:23]([C:25]1[CH:33]=[CH:32][C:28]([C:29]2[O:19][N:18]=[C:17]([C:13]3[CH:14]=[C:15]([CH3:16])[C:10]([O:9][CH2:8][CH:7]([OH:22])[CH2:6][NH:5][C:3](=[O:4])[CH2:2][OH:1])=[C:11]([CH3:21])[CH:12]=3)[N:20]=2)=[CH:27][CH:26]=1)=[O:24], predict the reactants needed to synthesize it. The reactants are: [OH:1][CH2:2][C:3]([NH:5][CH2:6][CH:7]([OH:22])[CH2:8][O:9][C:10]1[C:15]([CH3:16])=[CH:14][C:13]([C:17](=[NH:20])[NH:18][OH:19])=[CH:12][C:11]=1[CH3:21])=[O:4].[CH:23]([C:25]1[CH:33]=[CH:32][C:28]([C:29](O)=O)=[CH:27][CH:26]=1)=[O:24].C(C1C=C(C2ON=C(C3C=C(C)C(OCC(O)CNC(=O)CO)=C(C)C=3)N=2)C=CC=1)=O. (9) Given the product [NH2:14][C:9]1[CH:10]=[N:11][CH:12]=[CH:13][C:8]=1[N:5]1[CH2:6][CH2:7][C@@H:2]([F:1])[C@H:3]([NH:17][C:18](=[O:24])[O:19][C:20]([CH3:22])([CH3:21])[CH3:23])[CH2:4]1, predict the reactants needed to synthesize it. The reactants are: [F:1][C@@H:2]1[CH2:7][CH2:6][N:5]([C:8]2[CH:13]=[CH:12][N:11]=[CH:10][C:9]=2[N+:14]([O-])=O)[CH2:4][C@H:3]1[NH:17][C:18](=[O:24])[O:19][C:20]([CH3:23])([CH3:22])[CH3:21].